This data is from Reaction yield outcomes from USPTO patents with 853,638 reactions. The task is: Predict the reaction yield, written as a fraction of the theoretical maximum amount of product (1.0 means a 100% yield; for example, 0.34 means a 34% yield). (1) The yield is 0.970. The catalyst is [Pd].C(O)C. The reactants are [CH3:1][C:2]1([CH3:24])[C@H:7]([NH:8][C@@H](C2C=CC=CC=2)C)[CH2:6][CH2:5][N:4]([C:17]([O:19][C:20]([CH3:23])([CH3:22])[CH3:21])=[O:18])[CH2:3]1.[H][H]. The product is [NH2:8][C@@H:7]1[CH2:6][CH2:5][N:4]([C:17]([O:19][C:20]([CH3:23])([CH3:22])[CH3:21])=[O:18])[CH2:3][C:2]1([CH3:24])[CH3:1]. (2) The reactants are Cl[C:2]1[CH:7]=[C:6]([C:8]#[N:9])[CH:5]=[C:4]([S:10][CH3:11])[N:3]=1.[F:12][C:13]([F:20])([F:19])[C:14]1[CH:18]=[CH:17][NH:16][N:15]=1.C(=O)([O-])[O-].[K+].[K+]. The catalyst is CN(C=O)C.O. The product is [C:8]([C:6]1[CH:7]=[C:2]([N:16]2[CH:17]=[CH:18][C:14]([C:13]([F:20])([F:19])[F:12])=[N:15]2)[N:3]=[C:4]([S:10][CH3:11])[CH:5]=1)#[N:9]. The yield is 0.550. (3) The reactants are O1CCCCC1[O:7][CH2:8][CH2:9][O:10][C:11]1[C:12]([O:17][CH2:18][CH2:19][O:20][CH2:21][CH2:22][NH:23][C:24](=[O:30])[O:25][C:26]([CH3:29])([CH3:28])[CH3:27])=[N:13][CH:14]=[CH:15][CH:16]=1.N.CC(C)([O-])C.[K+].Cl[C:39]1[C:40]([N:45]2[CH2:50][CH2:49][N:48]([C:51]([O:53][C:54]([CH3:57])([CH3:56])[CH3:55])=[O:52])[CH2:47][C@H:46]2[CH3:58])=[N:41][CH:42]=[CH:43][N:44]=1. The catalyst is CC(O)=O.[Cl-].[Na+].O.O.[Cl-].[Na+].O.C(#N)C. The product is [C:26]([O:25][C:24]([NH:23][CH2:22][CH2:21][O:20][CH2:19][CH2:18][O:17][C:12]1[C:11]([O:10][CH2:9][CH2:8][O:7][C:39]2[C:40]([N:45]3[CH2:50][CH2:49][N:48]([C:51]([O:53][C:54]([CH3:57])([CH3:56])[CH3:55])=[O:52])[CH2:47][C@H:46]3[CH3:58])=[N:41][CH:42]=[CH:43][N:44]=2)=[CH:16][CH:15]=[CH:14][N:13]=1)=[O:30])([CH3:29])([CH3:28])[CH3:27]. The yield is 0.400. (4) The reactants are C(=O)([O-])[O-].[Cs+].[Cs+].FC(F)(F)S(O[C:13]1[CH:14]=[CH:15][C:16]2[O:20][C:19]([C:21]3[CH:26]=[CH:25][C:24]([F:27])=[CH:23][CH:22]=3)=[C:18]([C:28](=[O:31])[NH:29][CH3:30])[C:17]=2[CH:32]=1)(=O)=O.CC1(C)C(C)(C)OB([C:43]2[CH:44]=[C:45]([C:49]3[NH:53][N:52]=[CH:51][CH:50]=3)[CH:46]=[CH:47][CH:48]=2)O1.O1CCOCC1. The catalyst is CCOC(C)=O.C1C=CC([P]([Pd]([P](C2C=CC=CC=2)(C2C=CC=CC=2)C2C=CC=CC=2)([P](C2C=CC=CC=2)(C2C=CC=CC=2)C2C=CC=CC=2)[P](C2C=CC=CC=2)(C2C=CC=CC=2)C2C=CC=CC=2)(C2C=CC=CC=2)C2C=CC=CC=2)=CC=1.O. The product is [NH:53]1[C:49]([C:45]2[CH:44]=[C:43]([C:13]3[CH:14]=[CH:15][C:16]4[O:20][C:19]([C:21]5[CH:22]=[CH:23][C:24]([F:27])=[CH:25][CH:26]=5)=[C:18]([C:28]([NH:29][CH3:30])=[O:31])[C:17]=4[CH:32]=3)[CH:48]=[CH:47][CH:46]=2)=[CH:50][CH:51]=[N:52]1. The yield is 0.920. (5) The reactants are [H-].[Na+].[F:3][C:4]1[CH:9]=[CH:8][C:7]([CH3:10])=[CH:6][C:5]=1[C:11](=[O:13])[CH3:12].[C:14](OC)(=[O:19])[C:15]([O:17][CH3:18])=[O:16].Cl. The catalyst is CN(C=O)C.C(OCC)(=O)C. The product is [CH3:18][O:17][C:15](=[O:16])[C:14](=[O:19])[CH2:12][C:11]([C:5]1[CH:6]=[C:7]([CH3:10])[CH:8]=[CH:9][C:4]=1[F:3])=[O:13]. The yield is 0.450. (6) The reactants are [CH2:1]([N:3]([CH2:14][CH3:15])[C:4](=[O:13])[C:5]1[CH:10]=[CH:9][C:8]([I:11])=[C:7]([OH:12])[CH:6]=1)[CH3:2].C([O-])([O-])=O.[K+].[K+].Br[CH2:23][CH2:24][O:25][CH3:26]. The catalyst is CN(C=O)C.C(#N)C.O. The product is [CH2:14]([N:3]([CH2:1][CH3:2])[C:4](=[O:13])[C:5]1[CH:10]=[CH:9][C:8]([I:11])=[C:7]([O:12][CH2:23][CH2:24][O:25][CH3:26])[CH:6]=1)[CH3:15]. The yield is 0.940. (7) The reactants are [CH3:1][O:2][C:3]1[CH:4]=[C:5]2[C:9](=[CH:10][CH:11]=1)[N:8]([CH3:12])[CH:7]=[C:6]2[C:13]1[N:30]([CH2:31][O:32][CH2:33][CH2:34][Si:35]([CH3:38])([CH3:37])[CH3:36])[C:16]2=[N:17][CH:18]=[C:19]([NH:21][NH:22]C(OC(C)(C)C)=O)[N:20]=[C:15]2[CH:14]=1.O1CCOCC1.Cl. The catalyst is CCOC(C)=O. The product is [NH:21]([C:19]1[N:20]=[C:15]2[CH:14]=[C:13]([C:6]3[C:5]4[C:9](=[CH:10][CH:11]=[C:3]([O:2][CH3:1])[CH:4]=4)[N:8]([CH3:12])[CH:7]=3)[N:30]([CH2:31][O:32][CH2:33][CH2:34][Si:35]([CH3:36])([CH3:38])[CH3:37])[C:16]2=[N:17][CH:18]=1)[NH2:22]. The yield is 0.840. (8) The reactants are [Cl:1][C:2]1[N:3]([C@@H:15]2[O:21][C@H:20]([CH2:22][OH:23])[C@@H:18]([OH:19])[C@H:16]2[OH:17])[C:4]2[C:9]([C:10]=1[C:11]#[N:12])=[CH:8][C:7]([Cl:13])=[C:6]([Cl:14])[CH:5]=2.CN(C=O)C.Cl.[NH2:30][OH:31].[OH-].[K+]. The product is [Cl:1][C:2]1[N:3]([C@@H:15]2[O:21][C@H:20]([CH2:22][OH:23])[C@@H:18]([OH:19])[C@H:16]2[OH:17])[C:4]2[C:9]([C:10]=1[C:11](=[N:30][OH:31])[NH2:12])=[CH:8][C:7]([Cl:13])=[C:6]([Cl:14])[CH:5]=2. The catalyst is CO.[Cl-].[Na+].O.CO.O.O. The yield is 0.700. (9) The reactants are [Br:1][C:2]1[CH:7]=[CH:6][C:5]([OH:8])=[CH:4][C:3]=1[OH:9].C(=O)([O-])[O-].[K+].[K+].I[CH:17]([CH3:19])[CH3:18]. The catalyst is CC(C)=O.C(OCC)C. The product is [Br:1][C:2]1[CH:7]=[CH:6][C:5]([OH:8])=[CH:4][C:3]=1[O:9][CH:17]([CH3:19])[CH3:18]. The yield is 0.420.